Dataset: Forward reaction prediction with 1.9M reactions from USPTO patents (1976-2016). Task: Predict the product of the given reaction. (1) Given the reactants [CH2:1]([O:4][CH2:5][C:6]([CH2:11][O:12][CH2:13][CH:14]=[CH2:15])([CH2:9][CH3:10])[CH:7]=O)[CH:2]=[CH2:3].[Cl:16][C:17]1[CH:25]=[CH:24][C:20]([C:21]([NH2:23])=[O:22])=[CH:19][CH:18]=1.[NH:26]1[C:30]2[CH:31]=[CH:32][CH:33]=[CH:34][C:29]=2[N:28]=[N:27]1.C1(C)C=CC(S(O)(=O)=O)=CC=1, predict the reaction product. The product is: [CH2:1]([O:4][CH2:5][C:6]([CH2:11][O:12][CH2:13][CH:14]=[CH2:15])([CH2:9][CH3:10])[CH:7]([NH:23][C:21](=[O:22])[C:20]1[CH:24]=[CH:25][C:17]([Cl:16])=[CH:18][CH:19]=1)[N:26]1[C:30]2[CH:31]=[CH:32][CH:33]=[CH:34][C:29]=2[N:28]=[N:27]1)[CH:2]=[CH2:3]. (2) Given the reactants [CH2:1]([N:3]1[C:11]2[C:6](=[N:7][CH:8]=[CH:9][CH:10]=2)[C:5]([C:12]2[CH:17]=[CH:16][C:15]([CH:18]([C:22]3[N:26]([CH2:27][O:28][CH2:29][CH2:30][Si:31]([CH3:34])([CH3:33])[CH3:32])[C:25]4[CH:35]=[CH:36][CH:37]=[CH:38][C:24]=4[N:23]=3)[CH2:19][CH2:20]O)=[CH:14][CH:13]=2)=[N:4]1)[CH3:2].C1C=CC(P(C2C=CC=CC=2)C2C=CC=CC=2)=CC=1.C1C(=O)N([Br:65])C(=O)C1.C([O-])(O)=O.[Na+], predict the reaction product. The product is: [Br:65][CH2:20][CH2:19][CH:18]([C:15]1[CH:14]=[CH:13][C:12]([C:5]2[C:6]3=[N:7][CH:8]=[CH:9][CH:10]=[C:11]3[N:3]([CH2:1][CH3:2])[N:4]=2)=[CH:17][CH:16]=1)[C:22]1[N:26]([CH2:27][O:28][CH2:29][CH2:30][Si:31]([CH3:32])([CH3:34])[CH3:33])[C:25]2[CH:35]=[CH:36][CH:37]=[CH:38][C:24]=2[N:23]=1. (3) Given the reactants Cl[C:2]1[CH:23]=[CH:22][C:5]([C:6]([NH:8][C:9]2[CH:14]=[CH:13][C:12]([Cl:15])=[C:11]([C:16]3[CH:21]=[CH:20][CH:19]=[CH:18][N:17]=3)[CH:10]=2)=[O:7])=[C:4]([CH3:24])[N:3]=1.[CH3:25][CH:26]1[O:31][CH:30]([CH3:32])[CH2:29][NH:28][CH2:27]1, predict the reaction product. The product is: [Cl:15][C:12]1[CH:13]=[CH:14][C:9]([NH:8][C:6](=[O:7])[C:5]2[CH:22]=[CH:23][C:2]([N:28]3[CH2:27][CH:26]([CH3:25])[O:31][CH:30]([CH3:32])[CH2:29]3)=[N:3][C:4]=2[CH3:24])=[CH:10][C:11]=1[C:16]1[CH:21]=[CH:20][CH:19]=[CH:18][N:17]=1. (4) Given the reactants [C:1]1(=[O:11])[C:5]2([CH2:10][CH2:9][NH:8][CH2:7][CH2:6]2)[CH2:4][CH2:3][NH:2]1.C(N(CC)CC)C.Br[C:20]([CH3:27])([CH3:26])[C:21]([O:23][CH2:24][CH3:25])=[O:22], predict the reaction product. The product is: [CH3:26][C:20]([N:8]1[CH2:9][CH2:10][C:5]2([C:1](=[O:11])[NH:2][CH2:3][CH2:4]2)[CH2:6][CH2:7]1)([CH3:27])[C:21]([O:23][CH2:24][CH3:25])=[O:22]. (5) Given the reactants Cl[CH2:2][C:3]1[CH:8]=[CH:7][C:6]([CH2:9][NH:10][C:11](=[O:13])[CH3:12])=[CH:5][CH:4]=1.[N:14]1[CH:19]=[CH:18][CH:17]=[C:16]([N:20]2[CH2:25][CH2:24][NH:23][CH2:22][CH2:21]2)[CH:15]=1.C(=O)([O-])[O-].[K+].[K+].O, predict the reaction product. The product is: [N:14]1[CH:19]=[CH:18][CH:17]=[C:16]([N:20]2[CH2:21][CH2:22][N:23]([CH2:2][C:3]3[CH:8]=[CH:7][C:6]([CH2:9][NH:10][C:11](=[O:13])[CH3:12])=[CH:5][CH:4]=3)[CH2:24][CH2:25]2)[CH:15]=1. (6) Given the reactants Br[C:2]1[S:6][C:5]([C:7]([NH:9][CH2:10][C:11]2[CH:16]=[CH:15][CH:14]=[C:13]([O:17][CH3:18])[CH:12]=2)=[O:8])=[CH:4][CH:3]=1.[N:19]1[CH:24]=[CH:23][C:22](B(O)O)=[CH:21][CH:20]=1.C(=O)([O-])[O-].[Na+].[Na+].COCCOC, predict the reaction product. The product is: [CH3:18][O:17][C:13]1[CH:12]=[C:11]([CH:16]=[CH:15][CH:14]=1)[CH2:10][NH:9][C:7]([C:5]1[S:6][C:2]([C:22]2[CH:23]=[CH:24][N:19]=[CH:20][CH:21]=2)=[CH:3][CH:4]=1)=[O:8]. (7) Given the reactants [CH3:1][CH:2]([O:4][C:5]1[CH:13]=[C:12]2[C:8]([CH:9]=[N:10][NH:11]2)=[CH:7][C:6]=1[NH:14][C:15]1[C:16]2[C:23]3[CH2:24][CH2:25][CH:26]([C:28]([OH:30])=O)[CH2:27][C:22]=3[S:21][C:17]=2[N:18]=[CH:19][N:20]=1)[CH3:3].[CH:31]1([CH2:34][NH:35][CH3:36])[CH2:33][CH2:32]1, predict the reaction product. The product is: [CH:31]1([CH2:34][N:35]([CH3:36])[C:28]([CH:26]2[CH2:25][CH2:24][C:23]3[C:16]4[C:15]([NH:14][C:6]5[CH:7]=[C:8]6[C:12](=[CH:13][C:5]=5[O:4][CH:2]([CH3:3])[CH3:1])[NH:11][N:10]=[CH:9]6)=[N:20][CH:19]=[N:18][C:17]=4[S:21][C:22]=3[CH2:27]2)=[O:30])[CH2:33][CH2:32]1.